Dataset: Catalyst prediction with 721,799 reactions and 888 catalyst types from USPTO. Task: Predict which catalyst facilitates the given reaction. (1) Reactant: [C:1]([O:5][C:6]([N:8]1[CH2:13][CH2:12][CH:11]([NH:14][C:15]2[CH:20]=[CH:19][C:18]([OH:21])=[CH:17][N:16]=2)[CH2:10][CH2:9]1)=[O:7])([CH3:4])([CH3:3])[CH3:2].C(=O)(O)[O-].[Na+].[C:27]([O:31][C:32](O[C:32]([O:31][C:27]([CH3:30])([CH3:29])[CH3:28])=[O:33])=[O:33])([CH3:30])([CH3:29])[CH3:28].Cl. Product: [C:1]([O:5][C:6]([N:8]1[CH2:9][CH2:10][CH:11]([NH:14][C:15]2[CH:20]=[CH:19][C:18]([O:21][C:32]([O:31][C:27]([CH3:30])([CH3:29])[CH3:28])=[O:33])=[CH:17][N:16]=2)[CH2:12][CH2:13]1)=[O:7])([CH3:4])([CH3:2])[CH3:3]. The catalyst class is: 127. (2) Reactant: [Br:1][C:2]1[CH:11]=[CH:10][C:5]([C:6]([O:8]C)=[O:7])=[C:4]([N:12]2[CH2:16][CH2:15][CH2:14][S:13]2(=[O:18])=[O:17])[CH:3]=1.[OH-].[Na+]. Product: [Br:1][C:2]1[CH:11]=[CH:10][C:5]([C:6]([OH:8])=[O:7])=[C:4]([N:12]2[CH2:16][CH2:15][CH2:14][S:13]2(=[O:17])=[O:18])[CH:3]=1. The catalyst class is: 8. (3) Reactant: C([O:5][C:6](=[O:48])[CH2:7][CH:8]([OH:47])[CH2:9][CH:10]([OH:46])[CH2:11][CH2:12][C:13]1[N:14]([CH:43]([CH3:45])[CH3:44])[C:15]([C:31](=[O:42])[NH:32][CH2:33][C:34]2[CH:39]=[CH:38][C:37]([O:40][CH3:41])=[CH:36][CH:35]=2)=[C:16]([C:25]2[CH:30]=[CH:29][CH:28]=[CH:27][CH:26]=2)[C:17]=1[C:18]1[CH:23]=[CH:22][C:21]([F:24])=[CH:20][CH:19]=1)(C)(C)C.[OH-].[Na+:50]. Product: [Na+:50].[F:24][C:21]1[CH:22]=[CH:23][C:18]([C:17]2[C:16]([C:25]3[CH:26]=[CH:27][CH:28]=[CH:29][CH:30]=3)=[C:15]([C:31](=[O:42])[NH:32][CH2:33][C:34]3[CH:39]=[CH:38][C:37]([O:40][CH3:41])=[CH:36][CH:35]=3)[N:14]([CH:43]([CH3:45])[CH3:44])[C:13]=2[CH2:12][CH2:11][C@@H:10]([OH:46])[CH2:9][C@@H:8]([OH:47])[CH2:7][C:6]([O-:48])=[O:5])=[CH:19][CH:20]=1. The catalyst class is: 5. (4) Reactant: Cl.Cl.[Cl:3][C:4]1[CH:12]=[CH:11][CH:10]=[C:9]2[C:5]=1[CH2:6][N:7]([C:13]([O:15][C@@H:16]1[CH2:20][C@@H:19]([C:21](=[O:37])[NH:22][C@:23]3([C:28](=[O:36])[NH:29][S:30]([CH:33]4[CH2:35][CH2:34]4)(=[O:32])=[O:31])[CH2:25][C@H:24]3[CH2:26][CH3:27])[NH:18][CH2:17]1)=[O:14])[CH2:8]2.[F:38][C:39]1[CH:40]=[C:41]([NH:49][C@@H:50]([C:54]([CH3:57])([CH3:56])[CH3:55])[C:51](O)=[O:52])[CH:42]=[C:43]([C:45]([F:48])([F:47])[F:46])[CH:44]=1.CN(C(ON1N=NC2C=CC=NC1=2)=[N+](C)C)C.F[P-](F)(F)(F)(F)F.CCN(C(C)C)C(C)C.OS([O-])(=O)=O.[K+]. Product: [Cl:3][C:4]1[CH:12]=[CH:11][CH:10]=[C:9]2[C:5]=1[CH2:6][N:7]([C:13]([O:15][C@@H:16]1[CH2:20][C@@H:19]([C:21](=[O:37])[NH:22][C@:23]3([C:28](=[O:36])[NH:29][S:30]([CH:33]4[CH2:34][CH2:35]4)(=[O:32])=[O:31])[CH2:25][C@H:24]3[CH2:26][CH3:27])[N:18]([C:51](=[O:52])[C@@H:50]([NH:49][C:41]3[CH:42]=[C:43]([C:45]([F:48])([F:47])[F:46])[CH:44]=[C:39]([F:38])[CH:40]=3)[C:54]([CH3:57])([CH3:56])[CH3:55])[CH2:17]1)=[O:14])[CH2:8]2. The catalyst class is: 34. (5) Reactant: [CH3:1][CH:2]([N:4]1[C:8]([C:9]2[N:10]=[C:11]3[N:21]([CH:22]=2)[CH2:20][CH2:19][O:18][C:17]2[C:12]3=[CH:13][C:14]([CH:23]=O)=[CH:15][CH:16]=2)=[N:7][CH:6]=[N:5]1)[CH3:3].[C:25]([N:29]1[CH2:34][CH2:33][NH:32][CH2:31][CH2:30]1)([CH3:28])([CH3:27])[CH3:26].[BH3-]C#N.[Na+]. Product: [C:25]([N:29]1[CH2:34][CH2:33][N:32]([CH2:23][C:14]2[CH:15]=[CH:16][C:17]3[O:18][CH2:19][CH2:20][N:21]4[CH:22]=[C:9]([C:8]5[N:4]([CH:2]([CH3:1])[CH3:3])[N:5]=[CH:6][N:7]=5)[N:10]=[C:11]4[C:12]=3[CH:13]=2)[CH2:31][CH2:30]1)([CH3:28])([CH3:27])[CH3:26]. The catalyst class is: 14. (6) Reactant: [F:1][C:2]1[CH:3]=[CH:4][C:5]([O:19][CH3:20])=[C:6]([C:8]([CH3:18])([CH3:17])[CH2:9][C:10]2([C:13]([F:16])([F:15])[F:14])[CH2:12][O:11]2)[CH:7]=1.Cl.[C:22]1([N:28]2[C:36]3[CH:35]=[CH:34][CH:33]=[C:32]([NH2:37])[C:31]=3[CH:30]=[N:29]2)[CH:27]=[CH:26][CH:25]=[CH:24][CH:23]=1. Product: [F:14][C:13]([F:16])([F:15])[C:10]([CH2:12][NH:37][C:32]1[CH:33]=[CH:34][CH:35]=[C:36]2[C:31]=1[CH:30]=[N:29][N:28]2[C:22]1[CH:23]=[CH:24][CH:25]=[CH:26][CH:27]=1)([OH:11])[CH2:9][C:8]([C:6]1[CH:7]=[C:2]([F:1])[CH:3]=[CH:4][C:5]=1[O:19][CH3:20])([CH3:18])[CH3:17]. The catalyst class is: 37. (7) Reactant: [F:1][C:2]1[CH:7]=[CH:6][C:5]([C:8]2[S:16][C:15]3[C:14](=[O:17])[N:13]([CH:18]4[CH2:23][CH2:22][N:21]([C:24]([O:26][C:27]([CH3:30])([CH3:29])[CH3:28])=[O:25])[CH2:20][CH2:19]4)[C:12](=[O:31])[NH:11][C:10]=3[CH:9]=2)=[C:4]([O:32][CH3:33])[CH:3]=1.Br[CH2:35][C:36]1[CH:41]=[CH:40][CH:39]=[CH:38][CH:37]=1.C(=O)([O-])[O-].[K+].[K+]. Product: [CH2:35]([N:11]1[C:10]2[CH:9]=[C:8]([C:5]3[CH:6]=[CH:7][C:2]([F:1])=[CH:3][C:4]=3[O:32][CH3:33])[S:16][C:15]=2[C:14](=[O:17])[N:13]([CH:18]2[CH2:23][CH2:22][N:21]([C:24]([O:26][C:27]([CH3:28])([CH3:29])[CH3:30])=[O:25])[CH2:20][CH2:19]2)[C:12]1=[O:31])[C:36]1[CH:41]=[CH:40][CH:39]=[CH:38][CH:37]=1. The catalyst class is: 3. (8) Reactant: [CH2:1]([NH2:4])[CH:2]=[CH2:3].CS(O[CH2:10][C@H:11]([NH:13][S:14]([C:17]1[CH:22]=[CH:21][CH:20]=[CH:19][C:18]=1[N+:23]([O-:25])=[O:24])(=[O:16])=[O:15])[CH3:12])(=O)=O. Product: [CH2:1]([NH:4][CH2:12][C@H:11]([NH:13][S:14]([C:17]1[CH:22]=[CH:21][CH:20]=[CH:19][C:18]=1[N+:23]([O-:25])=[O:24])(=[O:16])=[O:15])[CH3:10])[CH:2]=[CH2:3]. The catalyst class is: 7.